Dataset: CYP3A4 inhibition data for predicting drug metabolism from PubChem BioAssay. Task: Regression/Classification. Given a drug SMILES string, predict its absorption, distribution, metabolism, or excretion properties. Task type varies by dataset: regression for continuous measurements (e.g., permeability, clearance, half-life) or binary classification for categorical outcomes (e.g., BBB penetration, CYP inhibition). Dataset: cyp3a4_veith. (1) The molecule is COc1ccc(NC(=O)N2CCCC3(CCN(C(C)=O)CC3)C2)cc1. The result is 0 (non-inhibitor). (2) The molecule is COC(=O)CNC(=O)/C=C/c1ccc(OC)cc1. The result is 0 (non-inhibitor). (3) The drug is O=c1c[n+](CCCC[n+]2cc(=O)o[nH]2)[nH]o1. The result is 0 (non-inhibitor). (4) The molecule is O=C(O)[C@H]1[C@@H]2C=C[C@H](O2)[C@@H]1C(=O)NCc1cccnc1. The result is 0 (non-inhibitor). (5) The molecule is O=C(N/C(=C\c1cccnc1)C(=O)N1CCOCC1)c1cccc(Br)c1. The result is 1 (inhibitor).